Dataset: Full USPTO retrosynthesis dataset with 1.9M reactions from patents (1976-2016). Task: Predict the reactants needed to synthesize the given product. (1) Given the product [Cl:5][C:6]1[CH:13]=[CH:12][C:9]([C:10](=[NH:11])[NH:20][C:19]2[CH:21]=[CH:22][C:16]([S:15][CH3:14])=[CH:17][CH:18]=2)=[CH:8][CH:7]=1, predict the reactants needed to synthesize it. The reactants are: [Cl-].[Al+3].[Cl-].[Cl-].[Cl:5][C:6]1[CH:13]=[CH:12][C:9]([C:10]#[N:11])=[CH:8][CH:7]=1.[CH3:14][S:15][C:16]1[CH:22]=[CH:21][C:19]([NH2:20])=[CH:18][CH:17]=1. (2) Given the product [Br:9][C:4]1[CH:5]=[C:6]([N:16]([C:10]2[CH:11]=[CH:12][C:51]3[S:21][C:20]4[CH:19]=[CH:18][CH:17]=[CH:29][C:52]=4[C:50]=3[CH:49]=2)[C:43]2[CH:44]=[CH:45][CH:46]=[CH:47][CH:48]=2)[CH:7]=[C:2]([N:16]([C:17]2[CH:29]=[CH:28][C:20]3[S:21][C:22]4[CH:27]=[CH:26][CH:25]=[CH:24][C:23]=4[C:19]=3[CH:18]=2)[C:10]2[CH:15]=[CH:14][CH:13]=[CH:12][CH:11]=2)[CH:3]=1, predict the reactants needed to synthesize it. The reactants are: Br[C:2]1[CH:7]=[C:6](Br)[CH:5]=[C:4]([Br:9])[CH:3]=1.[C:10]1([NH:16][C:17]2[CH:29]=[CH:28][C:20]3[S:21][C:22]4[CH:27]=[CH:26][CH:25]=[CH:24][C:23]=4[C:19]=3[CH:18]=2)[CH:15]=[CH:14][CH:13]=[CH:12][CH:11]=1.[CH:43]1[CH:48]=[CH:47][C:46](P([C:43]2[CH:48]=[CH:47][CH:46]=[CH:45][CH:44]=2)[C:43]2[CH:48]=[CH:47][CH:46]=[CH:45][CH:44]=2)=[CH:45][CH:44]=1.[CH3:49][C:50]([O-])([CH3:52])[CH3:51].[Na+]. (3) Given the product [CH:17]1([C:7]([CH:1]2[CH2:6][CH2:5][CH2:4][CH2:3][CH2:2]2)=[CH:8][CH2:9][C:10]2[CH:11]=[CH:12][CH:13]=[CH:14][CH:15]=2)[CH2:18][CH2:19][CH2:20][CH2:21][CH2:22]1, predict the reactants needed to synthesize it. The reactants are: [CH:1]1([C:7]([CH:17]2[CH2:22][CH2:21][CH2:20][CH2:19][CH2:18]2)(O)[CH2:8][CH2:9][C:10]2[CH:15]=[CH:14][CH:13]=[CH:12][CH:11]=2)[CH2:6][CH2:5][CH2:4][CH2:3][CH2:2]1.C(N(CC)CC)C.CS(Cl)(=O)=O. (4) Given the product [CH3:18][C:11]1[C:12]([C:14]([F:16])([F:15])[F:17])=[CH:13][C:8]2[N:7]=[C:22]([C:23]3[CH:28]=[CH:27][CH:26]=[C:25]([C:29]4[CH:30]=[CH:31][N:32]=[CH:33][CH:34]=4)[CH:24]=3)[CH2:21][C:20](=[O:36])[NH:19][C:9]=2[CH:10]=1, predict the reactants needed to synthesize it. The reactants are: C(OC(=O)[NH:7][C:8]1[CH:13]=[C:12]([C:14]([F:17])([F:16])[F:15])[C:11]([CH3:18])=[CH:10][C:9]=1[NH:19][C:20](=[O:36])[CH2:21][C:22](=O)[C:23]1[CH:28]=[CH:27][CH:26]=[C:25]([C:29]2[CH:34]=[CH:33][N:32]=[CH:31][CH:30]=2)[CH:24]=1)(C)(C)C.C(O)(C(F)(F)F)=O. (5) Given the product [F:1][C:2]([F:20])([F:21])[CH2:3][NH:4][C:5]([C:7]1([CH2:39][CH2:38][O:37][Si:30]([C:33]([CH3:36])([CH3:35])[CH3:34])([CH3:32])[CH3:31])[C:19]2[CH:18]=[CH:17][CH:16]=[CH:15][C:14]=2[C:13]2[C:8]1=[CH:9][CH:10]=[CH:11][CH:12]=2)=[O:6], predict the reactants needed to synthesize it. The reactants are: [F:1][C:2]([F:21])([F:20])[CH2:3][NH:4][C:5]([CH:7]1[C:19]2[CH:18]=[CH:17][CH:16]=[CH:15][C:14]=2[C:13]2[C:8]1=[CH:9][CH:10]=[CH:11][CH:12]=2)=[O:6].C([N-]C(C)C)(C)C.[Li+].[Si:30]([O:37][CH2:38][CH2:39]Br)([C:33]([CH3:36])([CH3:35])[CH3:34])([CH3:32])[CH3:31].[Cl-].[NH4+]. (6) Given the product [CH3:15][O:1][C:2]1[C:11]2[O:10][CH2:9][CH2:8][O:7][C:6]=2[CH:5]=[CH:4][C:3]=1[C:12](=[O:14])[CH3:13], predict the reactants needed to synthesize it. The reactants are: [OH:1][C:2]1[C:11]2[O:10][CH2:9][CH2:8][O:7][C:6]=2[CH:5]=[CH:4][C:3]=1[C:12](=[O:14])[CH3:13].[C:15]([O-])([O-])=O.[K+].[K+].CI. (7) Given the product [CH3:9][CH:8]1[N:7]([C:1]2[CH:2]=[CH:3][CH:4]=[CH:5][CH:6]=2)[C:27](=[S:28])[N:26]([C:23]2[CH:22]=[CH:21][C:20]([O:13][C:14]3[CH:15]=[CH:16][CH:17]=[CH:18][CH:19]=3)=[CH:25][CH:24]=2)[C:10]1=[O:12], predict the reactants needed to synthesize it. The reactants are: [C:1]1([NH:7][C@H:8]([C:10]([OH:12])=O)[CH3:9])[CH:6]=[CH:5][CH:4]=[CH:3][CH:2]=1.[O:13]([C:20]1[CH:25]=[CH:24][C:23]([N:26]=[C:27]=[S:28])=[CH:22][CH:21]=1)[C:14]1[CH:19]=[CH:18][CH:17]=[CH:16][CH:15]=1.